Dataset: Full USPTO retrosynthesis dataset with 1.9M reactions from patents (1976-2016). Task: Predict the reactants needed to synthesize the given product. (1) Given the product [Cl:29][C:17]1[CH:16]=[C:15]([NH:14][C:12]2[N:11]=[CH:10][N:9]=[C:8]3[NH:7][N:6]=[C:5]([O:4][CH2:3][CH2:2][N:30]4[CH2:34][CH2:33][CH2:32][CH2:31]4)[C:13]=23)[CH:20]=[CH:19][C:18]=1[O:21][C:22]1[CH:23]=[N:24][C:25]([CH3:28])=[CH:26][CH:27]=1, predict the reactants needed to synthesize it. The reactants are: Cl[CH2:2][CH2:3][O:4][C:5]1[C:13]2[C:8](=[N:9][CH:10]=[N:11][C:12]=2[NH:14][C:15]2[CH:20]=[CH:19][C:18]([O:21][C:22]3[CH:23]=[N:24][C:25]([CH3:28])=[CH:26][CH:27]=3)=[C:17]([Cl:29])[CH:16]=2)[NH:7][N:6]=1.[NH:30]1[CH2:34][CH2:33][CH2:32][CH2:31]1. (2) Given the product [CH3:18][C:17]1[N:11]=[C:9]([C:8]2[CH:7]=[C:6]([CH:14]=[CH:13][CH:12]=2)[CH:2]=[O:3])[O:10][N:19]=1, predict the reactants needed to synthesize it. The reactants are: O1CC[O:3][CH:2]1[C:6]1[CH:7]=[C:8]([CH:12]=[CH:13][CH:14]=1)[C:9]([NH2:11])=[O:10].CO[C:17](OC)([N:19](C)C)[CH3:18].